This data is from Catalyst prediction with 721,799 reactions and 888 catalyst types from USPTO. The task is: Predict which catalyst facilitates the given reaction. (1) Reactant: Br[C:2]1[C:3]([C:11]#[N:12])=[CH:4][C:5]2[N:6]([CH:8]=[CH:9][N:10]=2)[CH:7]=1.[Cl:13][C:14]1[CH:19]=[C:18]([Cl:20])[CH:17]=[CH:16][C:15]=1B(O)O.C([O-])([O-])=O.[Na+].[Na+]. Product: [Cl:13][C:14]1[CH:19]=[C:18]([Cl:20])[CH:17]=[CH:16][C:15]=1[C:2]1[C:3]([C:11]#[N:12])=[CH:4][C:5]2[N:6]([CH:8]=[CH:9][N:10]=2)[CH:7]=1. The catalyst class is: 518. (2) Reactant: Cl.N[C@@H]1CC[C@H](NC(=O)C[NH:12][C:13](=[O:24])[C:14]2[CH:19]=[CH:18][CH:17]=[C:16]([C:20]([F:23])([F:22])[F:21])[CH:15]=2)CC1.OC1(C2C=CC=CN=2)CCC(=O)CC1.C(O[BH-](OC(=O)C)OC(=O)C)(=O)C.[Na+].C(=O)(O)[O-].[Na+]. Product: [F:21][C:20]([F:22])([F:23])[C:16]1[CH:15]=[C:14]([CH:19]=[CH:18][CH:17]=1)[C:13]([NH2:12])=[O:24]. The catalyst class is: 699. (3) Reactant: [C:1]([C:4]1[C:9]([O:10][CH3:11])=[CH:8][C:7]([C:12]2[CH:55]=[CH:54][C:15]([C:16]([N:18]3[CH2:23][CH2:22][N:21]([CH2:24][CH2:25][CH2:26][N:27]4[CH2:32][CH2:31][N:30]([C:33](=[O:53])[C:34]5[CH:39]=[CH:38][C:37]([C:40]6[CH:45]=[C:44]([O:46][CH3:47])[C:43]([C:48](=[O:50])[CH3:49])=[C:42]([O:51][CH3:52])[CH:41]=6)=[CH:36][CH:35]=5)[CH2:29][CH2:28]4)[CH2:20][CH2:19]3)=[O:17])=[CH:14][CH:13]=2)=[CH:6][C:5]=1[O:56][CH3:57])(=[O:3])[CH3:2].C(OCC)(=O)C.[ClH:64]. Product: [ClH:64].[ClH:64].[C:48]([C:43]1[C:44]([O:46][CH3:47])=[CH:45][C:40]([C:37]2[CH:36]=[CH:35][C:34]([C:33]([N:30]3[CH2:31][CH2:32][N:27]([CH2:26][CH2:25][CH2:24][N:21]4[CH2:22][CH2:23][N:18]([C:16](=[O:17])[C:15]5[CH:14]=[CH:13][C:12]([C:7]6[CH:8]=[C:9]([O:10][CH3:11])[C:4]([C:1](=[O:3])[CH3:2])=[C:5]([O:56][CH3:57])[CH:6]=6)=[CH:55][CH:54]=5)[CH2:19][CH2:20]4)[CH2:28][CH2:29]3)=[O:53])=[CH:39][CH:38]=2)=[CH:41][C:42]=1[O:51][CH3:52])(=[O:50])[CH3:49]. The catalyst class is: 22. (4) Reactant: [F:1][C:2]1[CH:3]=[C:4]([C:8]2[C:17]3[C:12](=[CH:13][CH:14]=[C:15]([O:18][CH3:19])[CH:16]=3)[NH:11][C:10](=[O:20])[C:9]=2[C:21]#[N:22])[CH:5]=[CH:6][CH:7]=1.[H-].[Na+].[CH2:25](I)[CH:26]=[CH2:27]. Product: [CH2:27]([O:20][C:10]1[C:9]([C:21]#[N:22])=[C:8]([C:4]2[CH:5]=[CH:6][CH:7]=[C:2]([F:1])[CH:3]=2)[C:17]2[C:12](=[CH:13][CH:14]=[C:15]([O:18][CH3:19])[CH:16]=2)[N:11]=1)[CH:26]=[CH2:25]. The catalyst class is: 9.